Dataset: Full USPTO retrosynthesis dataset with 1.9M reactions from patents (1976-2016). Task: Predict the reactants needed to synthesize the given product. (1) Given the product [CH2:20]([NH:19][C:11]1[CH:10]=[C:9]([NH:8][C:5]2[CH:4]=[CH:3][C:2]([NH:1][CH2:28][CH2:29][CH2:30][C:31]#[N:32])=[CH:7][CH:6]=2)[N:14]=[CH:13][C:12]=1[CH2:15][C:16]([NH2:18])=[O:17])[C:21]1[CH:22]=[CH:23][CH:24]=[CH:25][CH:26]=1, predict the reactants needed to synthesize it. The reactants are: [NH2:1][C:2]1[CH:7]=[CH:6][C:5]([NH:8][C:9]2[N:14]=[CH:13][C:12]([CH2:15][C:16]([NH2:18])=[O:17])=[C:11]([NH:19][CH2:20][C:21]3[CH:26]=[CH:25][CH:24]=[CH:23][CH:22]=3)[CH:10]=2)=[CH:4][CH:3]=1.Br[CH2:28][CH2:29][CH2:30][C:31]#[N:32].CN(C)C=O.C(=O)(O)[O-].[Na+]. (2) Given the product [Cl:12][C:10]([O:6][CH2:5][C:4]1[CH:7]=[CH:8][CH:9]=[C:2]([Cl:1])[CH:3]=1)=[O:11], predict the reactants needed to synthesize it. The reactants are: [Cl:1][C:2]1[CH:3]=[C:4]([CH:7]=[CH:8][CH:9]=1)[CH2:5][OH:6].[C:10](Cl)([Cl:12])=[O:11]. (3) Given the product [C:7]([C:9]([C:22]1[C:21]([F:24])=[CH:20][C:19]([N+:25]([O-:27])=[O:26])=[CH:18][C:17]=1[F:16])([CH3:15])[C:10]([O:12][CH2:13][CH3:14])=[O:11])#[N:8], predict the reactants needed to synthesize it. The reactants are: C([O-])([O-])=O.[K+].[K+].[C:7]([CH:9]([CH3:15])[C:10]([O:12][CH2:13][CH3:14])=[O:11])#[N:8].[F:16][C:17]1[CH:18]=[C:19]([N+:25]([O-:27])=[O:26])[CH:20]=[C:21]([F:24])[C:22]=1F.OS(O)(=O)=O.O. (4) Given the product [F:59][C:58]([F:61])([F:60])[C:11]1[N:12]=[C:13]([NH:15][C:16]2[CH:21]=[CH:20][CH:19]=[C:18]([C:22]([F:25])([F:24])[F:23])[CH:17]=2)[N:14]=[C:9]([NH2:8])[N:10]=1, predict the reactants needed to synthesize it. The reactants are: [Na].O1C=CC=C1C[NH:8][C:9]1[N:14]=[C:13]([NH:15][C:16]2[CH:21]=[CH:20][CH:19]=[C:18]([C:22]([F:25])([F:24])[F:23])[CH:17]=2)[N:12]=[C:11](OCCC)[N:10]=1.C[O-].[Na+].C1(COC2N=C(NCC3OC=CC=3)N=C(NC3C=CC=C([C:58]([F:61])([F:60])[F:59])C=3)N=2)CC1. (5) Given the product [Br:12][C:9]1[CH:10]=[CH:11][C:2]([NH:1][C:24](=[O:25])[CH2:23][CH2:22][C:21]([F:28])([F:27])[F:20])=[C:3]([CH:8]=1)[C:4]([O:6][CH3:7])=[O:5], predict the reactants needed to synthesize it. The reactants are: [NH2:1][C:2]1[CH:11]=[CH:10][C:9]([Br:12])=[CH:8][C:3]=1[C:4]([O:6][CH3:7])=[O:5].C(N(CC)CC)C.[F:20][C:21]([F:28])([F:27])[CH2:22][CH2:23][C:24](Cl)=[O:25].BrC1C=C2C(=CC=1)N=C(Cl)C(CC(F)(F)F)=C2Cl. (6) Given the product [CH3:10][O:9][C:7]1[CH:6]=[C:5]2[C:4](=[C:3]([O:2][CH3:1])[CH:8]=1)[C:13](=[O:15])[CH2:12][CH2:11]2, predict the reactants needed to synthesize it. The reactants are: [CH3:1][O:2][C:3]1[CH:4]=[C:5]([CH2:11][CH2:12][C:13]([OH:15])=O)[CH:6]=[C:7]([O:9][CH3:10])[CH:8]=1.[OH-].[Na+]. (7) Given the product [CH2:1]([O:3][C:4]([C:6]1[CH:10]=[CH:9][N:8]([CH2:13][CH:14]2[CH2:19][CH2:18][CH2:17][CH2:16][CH2:15]2)[C:7]=1[CH3:11])=[O:5])[CH3:2], predict the reactants needed to synthesize it. The reactants are: [CH2:1]([O:3][C:4]([C:6]1[CH:10]=[CH:9][NH:8][C:7]=1[CH3:11])=[O:5])[CH3:2].Br[CH2:13][CH:14]1[CH2:19][CH2:18][CH2:17][CH2:16][CH2:15]1.